From a dataset of Reaction yield outcomes from USPTO patents with 853,638 reactions. Predict the reaction yield, written as a fraction of the theoretical maximum amount of product (1.0 means a 100% yield; for example, 0.34 means a 34% yield). (1) The reactants are [CH2:1]([OH:5])[CH2:2][CH2:3][CH3:4].[Cl:6][C:7]1[CH:8]=[C:9]2[CH:15]=[CH:14][N:13]([C:16]3[N:20]([CH3:21])[N:19]=[C:18]([C:22]([F:25])([F:24])[F:23])[C:17]=3[CH2:26][CH2:27][S:28]([NH2:31])(=[O:30])=[O:29])[C:10]2=[N:11][CH:12]=1.N12CCCN=C1CCCCC2.[Cl-].[NH4+].CN(C)[CH:47]=[O:48]. The catalyst is CN(C)C1C=CN=CC=1. The product is [Cl:6][C:7]1[CH:8]=[C:9]2[CH:15]=[CH:14][N:13]([C:16]3[N:20]([CH3:21])[N:19]=[C:18]([C:22]([F:23])([F:25])[F:24])[C:17]=3[CH2:26][CH2:27][S:28]([NH:31][C:47](=[O:48])[O:5][CH2:1][CH2:2][CH2:3][CH3:4])(=[O:30])=[O:29])[C:10]2=[N:11][CH:12]=1. The yield is 0.300. (2) The reactants are [C:1]([O:4][C@H:5]1[C@H:10]([O:11]C(=O)C)[C@@H:9]([CH2:15][O:16][C:17](=[O:19])[CH3:18])[O:8][CH2:7][C:6]1=[O:20])(=[O:3])[CH3:2].CC([O-])=O.[Na+]. The catalyst is CC(C)=O. The product is [C:1]([O:4][C:5]1[C:6](=[O:20])[CH2:7][O:8][C@H:9]([CH2:15][O:16][C:17](=[O:19])[CH3:18])[C:10]=1[OH:11])(=[O:3])[CH3:2]. The yield is 0.890. (3) The reactants are [Br:1][C:2]1[CH:9]=[C:8]([F:10])[CH:7]=[C:6]([Br:11])[C:3]=1[CH:4]=[O:5].[BH4-].[Na+]. The catalyst is CCO. The product is [Br:1][C:2]1[CH:9]=[C:8]([F:10])[CH:7]=[C:6]([Br:11])[C:3]=1[CH2:4][OH:5]. The yield is 0.750. (4) The reactants are [F:1][C:2]1[CH:9]=[CH:8][C:5]([C:6]#[N:7])=[C:4]([C:10]2[N:11]=[N:12][N:13]([CH3:15])[N:14]=2)[CH:3]=1.[ClH:16]. The catalyst is C(O)C.[Pd]. The product is [ClH:16].[F:1][C:2]1[CH:9]=[CH:8][C:5]([CH2:6][NH2:7])=[C:4]([C:10]2[N:11]=[N:12][N:13]([CH3:15])[N:14]=2)[CH:3]=1. The yield is 0.910. (5) The reactants are Br[C:2]1[CH:3]=[C:4]2[C:9](=[CH:10][C:11]=1[Cl:12])[N:8]=[CH:7][N:6]=[C:5]2[CH:13]1[CH2:18][CH2:17][N:16]([C:19]([O:21][C:22]([CH3:25])([CH3:24])[CH3:23])=[O:20])[CH2:15][CH2:14]1.[Cl:26][C:27]1[CH:32]=[CH:31][CH:30]=[CH:29][C:28]=1B(O)O.C([O-])([O-])=O.[Na+].[Na+]. The catalyst is O1CCOCC1.C1C=CC([P]([Pd]([P](C2C=CC=CC=2)(C2C=CC=CC=2)C2C=CC=CC=2)([P](C2C=CC=CC=2)(C2C=CC=CC=2)C2C=CC=CC=2)[P](C2C=CC=CC=2)(C2C=CC=CC=2)C2C=CC=CC=2)(C2C=CC=CC=2)C2C=CC=CC=2)=CC=1. The product is [Cl:12][C:11]1[CH:10]=[C:9]2[C:4]([C:5]([CH:13]3[CH2:18][CH2:17][N:16]([C:19]([O:21][C:22]([CH3:25])([CH3:24])[CH3:23])=[O:20])[CH2:15][CH2:14]3)=[N:6][CH:7]=[N:8]2)=[CH:3][C:2]=1[C:28]1[CH:29]=[CH:30][CH:31]=[CH:32][C:27]=1[Cl:26]. The yield is 0.650.